Dataset: Full USPTO retrosynthesis dataset with 1.9M reactions from patents (1976-2016). Task: Predict the reactants needed to synthesize the given product. (1) Given the product [Cl:1][C:2]1[CH:7]=[CH:6][C:5]([CH:8]([C:10]2[N:11]=[C:12]([N:20]3[CH2:25][CH2:24][O:23][CH2:22][CH2:21]3)[S:13][C:14]=2[C:15]([OH:17])=[O:16])[CH3:9])=[CH:4][CH:3]=1, predict the reactants needed to synthesize it. The reactants are: [Cl:1][C:2]1[CH:7]=[CH:6][C:5]([CH:8]([C:10]2[N:11]=[C:12]([N:20]3[CH2:25][CH2:24][O:23][CH2:22][CH2:21]3)[S:13][C:14]=2[C:15]([O:17]CC)=[O:16])[CH3:9])=[CH:4][CH:3]=1.O1CCCC1.CO.[OH-].[Na+].Cl. (2) The reactants are: [CH2:1]([O:3][C:4]1[CH:5]=[C:6]([CH:13]=[C:14]([S:16]([F:21])([F:20])([F:19])([F:18])[F:17])[CH:15]=1)[C:7](N(OC)C)=[O:8])[CH3:2].[CH2:22]([Mg]Br)[CH3:23]. Given the product [CH2:1]([O:3][C:4]1[CH:5]=[C:6]([C:7](=[O:8])[CH2:22][CH3:23])[CH:13]=[C:14]([S:16]([F:18])([F:21])([F:17])([F:19])[F:20])[CH:15]=1)[CH3:2], predict the reactants needed to synthesize it. (3) Given the product [OH:37][CH:35]([C:19]1([C:25]([O:27][CH2:28][C:29]2[CH:30]=[CH:31][CH:32]=[CH:33][CH:34]=2)=[O:26])[CH2:24][CH2:23][CH2:22][CH2:21][CH2:20]1)[CH3:36], predict the reactants needed to synthesize it. The reactants are: C(NC(C)C)(C)C.[Li]CCCC.CCCCCC.[CH:19]1([C:25]([O:27][CH2:28][C:29]2[CH:34]=[CH:33][CH:32]=[CH:31][CH:30]=2)=[O:26])[CH2:24][CH2:23][CH2:22][CH2:21][CH2:20]1.[CH:35](=[O:37])[CH3:36]. (4) Given the product [ClH:27].[ClH:27].[ClH:27].[CH3:1][CH:2]1[N:8]([CH3:9])[CH2:7][C:6]2[CH:10]=[CH:11][C:12]([N:14]3[CH2:19][CH2:18][NH:17][CH2:16][CH2:15]3)=[N:13][C:5]=2[O:4][CH2:3]1, predict the reactants needed to synthesize it. The reactants are: [CH3:1][CH:2]1[N:8]([CH3:9])[CH2:7][C:6]2[CH:10]=[CH:11][C:12]([N:14]3[CH2:19][CH2:18][N:17](C(OC(C)(C)C)=O)[CH2:16][CH2:15]3)=[N:13][C:5]=2[O:4][CH2:3]1.[ClH:27].C(OCC)(=O)C. (5) Given the product [Cl:10][C:11]1[CH:24]=[CH:23][C:14]([CH2:15][S:16]([C:19]2[C:20](=[O:21])[O:4][C:3]3[C:2]([CH:1]=2)=[CH:8][CH:7]=[CH:6][CH:5]=3)(=[O:17])=[O:18])=[CH:13][CH:12]=1, predict the reactants needed to synthesize it. The reactants are: [CH:1](=O)[C:2]1[C:3](=[CH:5][CH:6]=[CH:7][CH:8]=1)[OH:4].[Cl:10][C:11]1[CH:24]=[CH:23][C:14]([CH2:15][S:16]([CH2:19][C:20](O)=[O:21])(=[O:18])=[O:17])=[CH:13][CH:12]=1. (6) Given the product [C:3]([N:6]1[CH2:11][CH2:10][C:9](=[O:12])[CH:8]([Br:1])[CH2:7]1)(=[O:5])[CH3:4], predict the reactants needed to synthesize it. The reactants are: [Br:1]Br.[C:3]([N:6]1[CH2:11][CH2:10][C:9](=[O:12])[CH2:8][CH2:7]1)(=[O:5])[CH3:4]. (7) Given the product [F:19][C:13]1[C:14]([F:18])=[CH:15][CH:16]=[CH:17][C:12]=1[C:7]1[C:6]([CH2:4][OH:3])=[C:10]([CH3:11])[O:9][N:8]=1, predict the reactants needed to synthesize it. The reactants are: C([O:3][C:4]([C:6]1[C:7]([C:12]2[CH:17]=[CH:16][CH:15]=[C:14]([F:18])[C:13]=2[F:19])=[N:8][O:9][C:10]=1[CH3:11])=O)C.C(OC(C1C(C2C=CC=CC=2F)=NOC=1C)=O)C.